Task: Predict the reactants needed to synthesize the given product.. Dataset: Retrosynthesis with 50K atom-mapped reactions and 10 reaction types from USPTO Given the product N#Cc1cnn(-c2c(Cl)cc(C(F)(F)F)cc2Cl)c1N1CCC1=O, predict the reactants needed to synthesize it. The reactants are: N#Cc1cnn(-c2c(Cl)cc(C(F)(F)F)cc2Cl)c1NC(=O)CCCl.